This data is from Catalyst prediction with 721,799 reactions and 888 catalyst types from USPTO. The task is: Predict which catalyst facilitates the given reaction. (1) Product: [Br:17][C:18]1[CH:19]=[C:20]([Cl:27])[C:21]([CH2:25][N:11]2[CH2:12][CH2:13][CH:9]([CH:6]3[CH2:5][CH2:4][CH:3]([O:2][CH3:1])[CH2:8][CH2:7]3)[C:10]2=[O:14])=[C:22]([Cl:24])[CH:23]=1. Reactant: [CH3:1][O:2][CH:3]1[CH2:8][CH2:7][CH:6]([CH:9]2[CH2:13][CH2:12][NH:11][C:10]2=[O:14])[CH2:5][CH2:4]1.[H-].[Na+].[Br:17][C:18]1[CH:19]=[C:20]([Cl:27])[C:21]([CH2:25]Br)=[C:22]([Cl:24])[CH:23]=1. The catalyst class is: 3. (2) Reactant: [CH:1]1([NH2:4])[CH2:3][CH2:2]1.[C:5]([N:10]1[CH2:15][CH2:14][C:13](=O)[CH:12]([CH3:17])[CH2:11]1)([O:7][CH2:8][CH3:9])=[O:6].C([BH3-])#N.[Na+]. Product: [C:5]([N:10]1[CH2:15][CH2:14][CH:13]([NH:4][CH:1]2[CH2:3][CH2:2]2)[CH:12]([CH3:17])[CH2:11]1)([O:7][CH2:8][CH3:9])=[O:6]. The catalyst class is: 5. (3) Reactant: [Li+].[OH-].C[O:4][C:5]([C@H:7]1[CH2:12][CH2:11][C@H:10]([CH2:13][N:14]2[C:18]3[CH:19]=[C:20]([O:23][CH2:24][C:25]4[CH:30]=[CH:29][C:28]([O:31][CH3:32])=[CH:27][CH:26]=4)[CH:21]=[CH:22][C:17]=3[N:16]([CH3:33])[C:15]2=[O:34])[CH2:9][CH2:8]1)=[O:6].O. Product: [CH3:32][O:31][C:28]1[CH:27]=[CH:26][C:25]([CH2:24][O:23][C:20]2[CH:21]=[CH:22][C:17]3[N:16]([CH3:33])[C:15](=[O:34])[N:14]([CH2:13][C@H:10]4[CH2:11][CH2:12][C@H:7]([C:5]([OH:6])=[O:4])[CH2:8][CH2:9]4)[C:18]=3[CH:19]=2)=[CH:30][CH:29]=1. The catalyst class is: 1. (4) Reactant: [CH3:1][O:2][C:3]1[CH:4]=[C:5]([CH:8]=[C:9]([O:13][CH3:14])[C:10]=1[O:11][CH3:12])[CH:6]=O.[ClH:15].CO.C(O[CH:21](OCC)[CH2:22][NH:23][CH2:24][C:25]1[CH:30]=[CH:29][CH:28]=[C:27]([O:31][CH2:32][CH3:33])[C:26]=1[OH:34])C. Product: [ClH:15].[CH3:1][O:2][C:3]1[CH:4]=[C:5]([CH:8]=[C:9]([O:13][CH3:14])[C:10]=1[O:11][CH3:12])[CH2:6][C:21]1[C:30]2[C:25](=[C:26]([OH:34])[C:27]([O:31][CH2:32][CH3:33])=[CH:28][CH:29]=2)[CH:24]=[N:23][CH:22]=1. The catalyst class is: 14. (5) Reactant: Br[C:2]1[N:6]([S:7]([C:10]2[CH:11]=[N:12][CH:13]=[CH:14][CH:15]=2)(=[O:9])=[O:8])[CH:5]=[C:4]([CH2:16][N:17]([CH3:25])[C:18](=[O:24])[O:19][C:20]([CH3:23])([CH3:22])[CH3:21])[CH:3]=1.[CH3:26][C:27]1[CH:32]=[CH:31][CH:30]=[CH:29][C:28]=1B(O)O.C(=O)([O-])[O-].[Na+].[Na+]. Product: [CH3:25][N:17]([CH2:16][C:4]1[CH:3]=[C:2]([C:28]2[CH:29]=[CH:30][CH:31]=[CH:32][C:27]=2[CH3:26])[N:6]([S:7]([C:10]2[CH:11]=[N:12][CH:13]=[CH:14][CH:15]=2)(=[O:9])=[O:8])[CH:5]=1)[C:18](=[O:24])[O:19][C:20]([CH3:23])([CH3:22])[CH3:21]. The catalyst class is: 73. (6) Reactant: [N:1]([CH2:4][C@@H:5]1[C@H:9]([F:10])[CH2:8][N:7]([CH2:11][C:12]2[CH:17]=[CH:16][CH:15]=[CH:14][CH:13]=2)[CH2:6]1)=[N+]=[N-].[H][H]. Product: [NH2:1][CH2:4][C@@H:5]1[C@H:9]([F:10])[CH2:8][N:7]([CH2:11][C:12]2[CH:17]=[CH:16][CH:15]=[CH:14][CH:13]=2)[CH2:6]1. The catalyst class is: 810. (7) Reactant: [OH:1][C:2]1[CH:20]=[CH:19][C:5]2[NH:6][C:7](=[N:9][C:10](=[O:18])[C:11]3[CH:16]=[CH:15][C:14]([CH3:17])=[CH:13][CH:12]=3)[S:8][C:4]=2[CH:3]=1.N1C=CN=C1.[Si:26](Cl)([C:29]([CH3:32])([CH3:31])[CH3:30])([CH3:28])[CH3:27]. Product: [Si:26]([O:1][C:2]1[CH:20]=[CH:19][C:5]2[NH:6][C:7](=[N:9][C:10](=[O:18])[C:11]3[CH:16]=[CH:15][C:14]([CH3:17])=[CH:13][CH:12]=3)[S:8][C:4]=2[CH:3]=1)([C:29]([CH3:32])([CH3:31])[CH3:30])([CH3:28])[CH3:27]. The catalyst class is: 42. (8) Reactant: [Cl:1][C:2]1[C:3]([F:31])=[C:4]([CH:8]2[C:12]([C:15]3[CH:20]=[CH:19][C:18]([Cl:21])=[CH:17][C:16]=3[F:22])([C:13]#[N:14])[CH:11]([CH2:23][C:24]([CH3:27])([CH3:26])[CH3:25])[NH:10][CH:9]2[C:28]([OH:30])=O)[CH:5]=[CH:6][CH:7]=1.[NH2:32][C:33]1[CH:37]=[CH:36][N:35]([CH2:38][C:39]([CH3:42])([OH:41])[CH3:40])[N:34]=1.CN(C(ON1N=NC2C=CC=NC1=2)=[N+](C)C)C.F[P-](F)(F)(F)(F)F.CCN(C(C)C)C(C)C. Product: [OH:41][C:39]([CH3:42])([CH3:40])[CH2:38][N:35]1[CH:36]=[CH:37][C:33]([NH:32][C:28]([CH:9]2[CH:8]([C:4]3[CH:5]=[CH:6][CH:7]=[C:2]([Cl:1])[C:3]=3[F:31])[C:12]([C:15]3[CH:20]=[CH:19][C:18]([Cl:21])=[CH:17][C:16]=3[F:22])([C:13]#[N:14])[CH:11]([CH2:23][C:24]([CH3:26])([CH3:27])[CH3:25])[NH:10]2)=[O:30])=[N:34]1. The catalyst class is: 2.